From a dataset of Full USPTO retrosynthesis dataset with 1.9M reactions from patents (1976-2016). Predict the reactants needed to synthesize the given product. (1) Given the product [CH2:1]([O:8][C:9]1[N:13]([CH3:14])[N:12]=[CH:11][C:10]=1[C:15]([OH:17])=[O:16])[C:2]1[CH:3]=[CH:4][CH:5]=[CH:6][CH:7]=1, predict the reactants needed to synthesize it. The reactants are: [CH2:1]([O:8][C:9]1[N:13]([CH3:14])[N:12]=[CH:11][C:10]=1[C:15]([O:17]CC)=[O:16])[C:2]1[CH:7]=[CH:6][CH:5]=[CH:4][CH:3]=1.O[Li].O.O. (2) Given the product [C:1]([NH:5][S:6]([C:9]1([CH2:12][C:14]2[CH:19]=[CH:18][CH:17]=[CH:16][CH:15]=2)[CH2:11][CH2:10]1)(=[O:8])=[O:7])([CH3:4])([CH3:2])[CH3:3], predict the reactants needed to synthesize it. The reactants are: [C:1]([NH:5][S:6]([C:9]1([CH3:12])[CH2:11][CH2:10]1)(=[O:8])=[O:7])([CH3:4])([CH3:3])[CH3:2].C(Br)[C:14]1[CH:19]=[CH:18][CH:17]=[CH:16][CH:15]=1.C(OCC)(=O)C. (3) Given the product [NH2:1][C:2]1[N:10]=[CH:9][CH:8]=[CH:7][C:3]=1[C:4]([NH:12][CH3:11])=[O:6], predict the reactants needed to synthesize it. The reactants are: [NH2:1][C:2]1[N:10]=[CH:9][CH:8]=[CH:7][C:3]=1[C:4]([OH:6])=O.[CH3:11][NH2:12]. (4) Given the product [O:4]=[C:3]1[N:24]([C:21]2[CH:22]=[CH:23][C:18]([C:16]#[N:17])=[CH:19][CH:20]=2)[NH:25][C:14]2[C:13]3[CH:12]=[CH:11][CH:10]=[CH:9][C:8]=3[S:7][CH2:6][C:5]1=2, predict the reactants needed to synthesize it. The reactants are: CO[C:3]([CH:5]1[C:14](=O)[C:13]2[C:8](=[CH:9][CH:10]=[CH:11][CH:12]=2)[S:7][CH2:6]1)=[O:4].[C:16]([C:18]1[CH:23]=[CH:22][C:21]([NH:24][NH2:25])=[CH:20][CH:19]=1)#[N:17].C(O)(=O)C(C)(C)C. (5) Given the product [NH2:1][CH2:33][CH2:32][CH2:37][O:20][C:19]1[C:18]([F:21])=[CH:17][C:16]([CH2:22][C:23]([CH3:30])([CH3:31])[CH2:24][C:25]([O:27][CH2:28][CH3:29])=[O:26])=[CH:15][C:14]=1[Br:13], predict the reactants needed to synthesize it. The reactants are: [N:1](C(OCC)=O)=NC(OCC)=O.[Br:13][C:14]1[CH:15]=[C:16]([CH2:22][C:23]([CH3:31])([CH3:30])[CH2:24][C:25]([O:27][CH2:28][CH3:29])=[O:26])[CH:17]=[C:18]([F:21])[C:19]=1[OH:20].[C:32]1(P(C2C=CC=CC=2)C2C=CC=CC=2)[CH:37]=CC=C[CH:33]=1.Cl.O1CCOCC1. (6) Given the product [CH2:1]([O:3][C:4]([C:6]1([C:9]2[CH:10]=[CH:11][C:12]([C:15]3[CH:20]=[CH:19][C:18]([C:21]4[S:22][C:23]([Cl:39])=[CH:24][C:25]=4[NH:26][C:27]([O:29][CH:30]([C:32]4[CH:37]=[CH:36][CH:35]=[CH:34][C:33]=4[Cl:38])[CH3:31])=[O:28])=[CH:17][CH:16]=3)=[CH:13][CH:14]=2)[CH2:7][CH2:8]1)=[O:5])[CH3:2], predict the reactants needed to synthesize it. The reactants are: [CH2:1]([O:3][C:4]([C:6]1([C:9]2[CH:14]=[CH:13][C:12]([C:15]3[CH:20]=[CH:19][C:18]([C:21]4[S:22][CH:23]=[CH:24][C:25]=4[NH:26][C:27]([O:29][CH:30]([C:32]4[CH:37]=[CH:36][CH:35]=[CH:34][C:33]=4[Cl:38])[CH3:31])=[O:28])=[CH:17][CH:16]=3)=[CH:11][CH:10]=2)[CH2:8][CH2:7]1)=[O:5])[CH3:2].[Cl:39]N1C(=O)CCC1=O.C1(C)C=CC=CC=1.O.